Predict the reactants needed to synthesize the given product. From a dataset of Full USPTO retrosynthesis dataset with 1.9M reactions from patents (1976-2016). (1) Given the product [C:54]([CH2:53][C:29]1([N:31]2[CH:35]=[C:34]([C:36]3[C:37]4[CH:44]=[CH:43][NH:42][C:38]=4[N:39]=[CH:40][N:41]=3)[CH:33]=[N:32]2)[CH2:30][N:27]([CH:24]2[CH2:25][CH2:26][N:21]([C:10]([O:6][CH2:5][CH:1]3[CH2:4][CH2:3][CH2:2]3)=[O:11])[CH2:22][CH2:23]2)[CH2:28]1)#[N:55], predict the reactants needed to synthesize it. The reactants are: [CH:1]1([CH2:5][OH:6])[CH2:4][CH2:3][CH2:2]1.C(Cl)Cl.[C:10](Cl)(Cl)=[O:11].C1(C)C=CC=CC=1.[NH:21]1[CH2:26][CH2:25][CH:24]([N:27]2[CH2:30][C:29]([CH2:53][C:54]#[N:55])([N:31]3[CH:35]=[C:34]([C:36]4[C:37]5[CH:44]=[CH:43][N:42](COCC[Si](C)(C)C)[C:38]=5[N:39]=[CH:40][N:41]=4)[CH:33]=[N:32]3)[CH2:28]2)[CH2:23][CH2:22]1.C(N(CC)C(C)C)(C)C.C(N)CN. (2) Given the product [CH3:45][N:1]1[CH2:6][CH2:5][CH2:4][CH:3]([CH2:7][NH:8][C:9]([C:11]2[N:12]=[N:13][N:14]([C:16]3[CH:21]=[C:20]([C:22](=[O:41])[NH:23][C:24]4[CH:29]=[C:28]([C:30]([CH3:31])([CH3:32])[CH3:33])[CH:27]=[C:26]([NH:34][S:35]([CH3:38])(=[O:36])=[O:37])[C:25]=4[O:39][CH3:40])[CH:19]=[CH:18][C:17]=3[CH3:42])[CH:15]=2)=[O:10])[CH2:2]1, predict the reactants needed to synthesize it. The reactants are: [NH:1]1[CH2:6][CH2:5][CH2:4][CH:3]([CH2:7][NH:8][C:9]([C:11]2[N:12]=[N:13][N:14]([C:16]3[CH:21]=[C:20]([C:22](=[O:41])[NH:23][C:24]4[CH:29]=[C:28]([C:30]([CH3:33])([CH3:32])[CH3:31])[CH:27]=[C:26]([NH:34][S:35]([CH3:38])(=[O:37])=[O:36])[C:25]=4[O:39][CH3:40])[CH:19]=[CH:18][C:17]=3[CH3:42])[CH:15]=2)=[O:10])[CH2:2]1.C=O.[C:45]([BH3-])#N.[Na+]. (3) Given the product [CH3:18][O:17][C:14]1[CH:15]=[CH:16][C:11]([C:9]2[CH:10]=[C:4]3[CH:3]=[C:2]([B:19]4[O:23][C:22]([CH3:25])([CH3:24])[C:21]([CH3:27])([CH3:26])[O:20]4)[CH:7]=[CH:6][N:5]3[N:8]=2)=[CH:12][CH:13]=1, predict the reactants needed to synthesize it. The reactants are: Br[C:2]1[CH:7]=[CH:6][N:5]2[N:8]=[C:9]([C:11]3[CH:16]=[CH:15][C:14]([O:17][CH3:18])=[CH:13][CH:12]=3)[CH:10]=[C:4]2[CH:3]=1.[B:19]1([B:19]2[O:23][C:22]([CH3:25])([CH3:24])[C:21]([CH3:27])([CH3:26])[O:20]2)[O:23][C:22]([CH3:25])([CH3:24])[C:21]([CH3:27])([CH3:26])[O:20]1.C([O-])(=O)C.[K+]. (4) Given the product [CH3:1][C:2]1[S:6][C:5]([C:7]2[CH:13]=[CH:12][CH:11]=[C:9]([NH2:10])[C:8]=2[NH2:14])=[CH:4][CH:3]=1, predict the reactants needed to synthesize it. The reactants are: [CH3:1][C:2]1[S:6][C:5]([C:7]2[C:8]([N+:14]([O-])=O)=[C:9]([CH:11]=[CH:12][CH:13]=2)[NH2:10])=[CH:4][CH:3]=1.[NH4+].[Cl-]. (5) Given the product [CH:1]1([CH:7]([NH:22][C:23]2[CH:24]=[CH:25][C:26]([C:29]([NH:31][CH2:32][CH2:33][C:34]([O:36][CH2:37][CH3:38])=[O:35])=[O:30])=[CH:27][CH:28]=2)[C:8]2[CH:12]=[C:11]([C:13]3[CH:18]=[CH:17][CH:16]=[CH:15][CH:14]=3)[O:10][C:9]=2[CH2:19][S:41]([CH3:45])(=[O:43])=[O:40])[CH2:6][CH2:5][CH2:4][CH2:3][CH2:2]1, predict the reactants needed to synthesize it. The reactants are: [CH:1]1([CH:7]([NH:22][C:23]2[CH:28]=[CH:27][C:26]([C:29]([NH:31][CH2:32][CH2:33][C:34]([O:36][CH2:37][CH3:38])=[O:35])=[O:30])=[CH:25][CH:24]=2)[C:8]2[CH:12]=[C:11]([C:13]3[CH:18]=[CH:17][CH:16]=[CH:15][CH:14]=3)[O:10][C:9]=2[CH2:19]SC)[CH2:6][CH2:5][CH2:4][CH2:3][CH2:2]1.O[O:40][S:41]([O-:43])=O.[K+].[CH3:45]O.